Dataset: Reaction yield outcomes from USPTO patents with 853,638 reactions. Task: Predict the reaction yield, written as a fraction of the theoretical maximum amount of product (1.0 means a 100% yield; for example, 0.34 means a 34% yield). (1) The reactants are Cl.C([O:5][C:6]1[CH:7]=[C:8]2[C:13](=[CH:14][C:15]=1[O:16][CH3:17])[N:12]=[CH:11][N:10]=[C:9]2[NH:18][C:19]1[CH:24]=[CH:23][CH:22]=[C:21]([Cl:25])[C:20]=1[F:26])(=O)C.N. The catalyst is CO. The product is [Cl:25][C:21]1[C:20]([F:26])=[C:19]([CH:24]=[CH:23][CH:22]=1)[NH:18][C:9]1[C:8]2[C:13](=[CH:14][C:15]([O:16][CH3:17])=[C:6]([OH:5])[CH:7]=2)[N:12]=[CH:11][N:10]=1. The yield is 0.770. (2) The reactants are [Cl:1][C:2]1[CH:7]=[C:6]([Cl:8])[CH:5]=[CH:4][C:3]=1[C:9]1[N:10]=[C:11]([C:16]2[CH:17]=[C:18]3[C:23](=[CH:24][CH:25]=2)[CH:22]=[C:21]([OH:26])[CH:20]=[CH:19]3)[N:12]([CH2:14][CH3:15])[CH:13]=1.C([O:29][C:30](=[O:37])[CH2:31][CH2:32][CH2:33][CH2:34][CH2:35]Br)C. No catalyst specified. The product is [Cl:1][C:2]1[CH:7]=[C:6]([Cl:8])[CH:5]=[CH:4][C:3]=1[C:9]1[N:10]=[C:11]([C:16]2[CH:17]=[C:18]3[C:23](=[CH:24][CH:25]=2)[CH:22]=[C:21]([O:26][CH2:35][CH2:34][CH2:33][CH2:32][CH2:31][C:30]([OH:37])=[O:29])[CH:20]=[CH:19]3)[N:12]([CH2:14][CH3:15])[CH:13]=1. The yield is 0.200. (3) The reactants are C(Cl)(=O)C(Cl)=O.CS(C)=O.[OH:11][CH2:12][C:13]1([CH2:18][NH:19][C:20](=[O:26])[O:21][C:22]([CH3:25])([CH3:24])[CH3:23])[CH2:17][CH2:16][CH2:15][CH2:14]1.O. The catalyst is C(Cl)Cl. The product is [CH:12]([C:13]1([CH2:18][NH:19][C:20](=[O:26])[O:21][C:22]([CH3:24])([CH3:23])[CH3:25])[CH2:17][CH2:16][CH2:15][CH2:14]1)=[O:11]. The yield is 0.940. (4) The reactants are [NH2:1][C:2]1[C:7]2[CH:8]=[CH:9][N:10]([C:11]([C:13]3[C:18]([Cl:19])=[CH:17][CH:16]=[CH:15][C:14]=3[Cl:20])=[O:12])[C:6]=2[CH:5]=[CH:4][N:3]=1.C(N(CC)CC)C.[C:28](Cl)(=[O:30])[CH3:29].C(OCC)(=O)C. The catalyst is O1CCCC1. The product is [Cl:20][C:14]1[CH:15]=[CH:16][CH:17]=[C:18]([Cl:19])[C:13]=1[C:11]([N:10]1[C:6]2[CH:5]=[CH:4][N:3]=[C:2]([NH:1][C:28](=[O:30])[CH3:29])[C:7]=2[CH:8]=[CH:9]1)=[O:12]. The yield is 0.810. (5) The reactants are [C:1]([C@@H:7]1[CH2:11][CH2:10][N:9](C(OC(C)(C)C)=O)[CH2:8]1)(=[O:6])[CH2:2][CH2:3][CH:4]=[CH2:5].C(Cl)Cl.FC(F)(F)C(O)=O.C(N(CC)CC)C.[N+:36]([C:39]1[CH:44]=[CH:43][CH:42]=[CH:41][C:40]=1[S:45](Cl)(=[O:47])=[O:46])([O-:38])=[O:37]. The catalyst is C(=O)(O)[O-].[Na+]. The product is [N+:36]([C:39]1[CH:44]=[CH:43][CH:42]=[CH:41][C:40]=1[S:45]([N:9]1[CH2:10][CH2:11][C@@H:7]([C:1](=[O:6])[CH2:2][CH2:3][CH:4]=[CH2:5])[CH2:8]1)(=[O:47])=[O:46])([O-:38])=[O:37]. The yield is 0.800. (6) The reactants are [CH:1]1([C@H:7]([NH:12][C:13]([C:15]2[C:24]([NH:25][C:26]([NH:28][C:29]3[C:34]([CH3:35])=[CH:33][C:32]([CH3:36])=[CH:31][C:30]=3[CH3:37])=[O:27])=[CH:23][C:22]3[C:17](=[CH:18][CH:19]=[CH:20][CH:21]=3)[CH:16]=2)=[O:14])[C:8]([O:10]C)=[O:9])[CH2:6][CH2:5][CH2:4][CH2:3][CH2:2]1.CC1C=CC=C(C)C=1NC(NC1C(C(NCCC(OC)=O)=O)=CC2C(C=1)=CC=CC=2)=O.O1CCOCC1. The catalyst is C1COCC1. The product is [CH:1]1([C@H:7]([NH:12][C:13]([C:15]2[C:24]([NH:25][C:26]([NH:28][C:29]3[C:34]([CH3:35])=[CH:33][C:32]([CH3:36])=[CH:31][C:30]=3[CH3:37])=[O:27])=[CH:23][C:22]3[C:17](=[CH:18][CH:19]=[CH:20][CH:21]=3)[CH:16]=2)=[O:14])[C:8]([OH:10])=[O:9])[CH2:2][CH2:3][CH2:4][CH2:5][CH2:6]1. The yield is 0.400. (7) The reactants are [CH3:1][O:2][C:3]1[CH:10]=[CH:9][C:6]([CH2:7]Cl)=[CH:5][CH:4]=1.[OH:11][C:12]1[CH:20]=[C:19]2[C:15]([CH2:16][CH2:17][C:18]2=[O:21])=[CH:14][CH:13]=1.C(=O)([O-])[O-].[K+].[K+]. The catalyst is CN(C=O)C.O. The product is [CH3:1][O:2][C:3]1[CH:10]=[CH:9][C:6]([CH2:7][O:11][C:12]2[CH:20]=[C:19]3[C:15]([CH2:16][CH2:17][C:18]3=[O:21])=[CH:14][CH:13]=2)=[CH:5][CH:4]=1. The yield is 0.990.